From a dataset of Forward reaction prediction with 1.9M reactions from USPTO patents (1976-2016). Predict the product of the given reaction. (1) Given the reactants Cl.[NH:2]([C:4]1[CH:5]=[C:6]([CH:12]=[CH:13][CH:14]=1)C(OCC)=O)[NH2:3].CC(C)(C)C(=O)CC#N.[CH3:24][O:25][CH2:26][C:27](=O)[CH2:28][C:29]#[N:30], predict the reaction product. The product is: [CH3:24][O:25][CH2:26][C:27]1[CH:28]=[C:29]([NH2:30])[N:2]([C:4]2[CH:14]=[CH:13][CH:12]=[CH:6][CH:5]=2)[N:3]=1. (2) Given the reactants Cl.[I:2][C:3]1[CH:4]=[C:5]2[C:10](=[CH:11][CH:12]=1)[N:9]([CH:13]1[CH2:18][CH2:17][CH2:16][NH:15][CH2:14]1)[CH:8]=[C:7]([C:19]([O:21][CH2:22][CH3:23])=[O:20])[C:6]2=[O:24].C=O.O.[C:28]([BH3-])#N.[Na+], predict the reaction product. The product is: [I:2][C:3]1[CH:4]=[C:5]2[C:10](=[CH:11][CH:12]=1)[N:9]([CH:13]1[CH2:18][CH2:17][CH2:16][N:15]([CH3:28])[CH2:14]1)[CH:8]=[C:7]([C:19]([O:21][CH2:22][CH3:23])=[O:20])[C:6]2=[O:24]. (3) Given the reactants [Br:1][C:2]1[CH:3]=[C:4]2[C:9](=[CH:10][CH:11]=1)[NH:8][C:7](=[O:12])[CH2:6][CH2:5]2.[CH3:13][C:14]([O-])(C)C.[K+].C(Br)C, predict the reaction product. The product is: [Br:1][C:2]1[CH:3]=[C:4]2[C:9](=[CH:10][CH:11]=1)[N:8]([CH2:13][CH3:14])[C:7](=[O:12])[CH2:6][CH2:5]2. (4) The product is: [C:29]([C:32]1[CH:33]=[C:34]([C:38]2[N:12]([CH2:27][C:20]3[C:19]4[C:24](=[CH:25][CH:26]=[C:17]([Cl:16])[CH:18]=4)[N:23]=[CH:22][CH:21]=3)[N:11]=[C:10]3[C:9]=2[C:8](=[O:13])[N:7]([CH3:14])[C:6](=[O:15])[N:5]3[CH2:4][CH:1]2[CH2:2][CH2:3]2)[N:35]([CH3:37])[CH:36]=1)(=[O:31])[CH3:30]. Given the reactants [CH:1]1([CH2:4][N:5]2[C:10]([NH:11][NH2:12])=[CH:9][C:8](=[O:13])[N:7]([CH3:14])[C:6]2=[O:15])[CH2:3][CH2:2]1.[Cl:16][C:17]1[CH:18]=[C:19]2[C:24](=[CH:25][CH:26]=1)[N:23]=[CH:22][CH:21]=[C:20]2[CH:27]=O.[C:29]([C:32]1[CH:33]=[C:34]([CH:38]=O)[N:35]([CH3:37])[CH:36]=1)(=[O:31])[CH3:30], predict the reaction product. (5) Given the reactants Cl.[NH:2]1[CH2:5][CH:4]([C:6]2[NH:7][C:8](=[O:19])[C:9]3[CH:14]=[N:13][N:12]([C:15]([CH3:18])([CH3:17])[CH3:16])[C:10]=3[N:11]=2)[CH2:3]1.Br[C:21]1[CH:26]=[CH:25][CH:24]=[CH:23][N:22]=1.[Li+].C[Si]([N-][Si](C)(C)C)(C)C.Cl.C([O-])([O-])=O.[Na+].[Na+], predict the reaction product. The product is: [C:15]([N:12]1[C:10]2[N:11]=[C:6]([CH:4]3[CH2:3][N:2]([C:21]4[CH:26]=[CH:25][CH:24]=[CH:23][N:22]=4)[CH2:5]3)[NH:7][C:8](=[O:19])[C:9]=2[CH:14]=[N:13]1)([CH3:16])([CH3:18])[CH3:17]. (6) Given the reactants [CH3:1][C:2]1[C:6]([C:7]2[CH:8]=[C:9](I)[C:10]3[NH:14][C:13](=[O:15])[NH:12][C:11]=3[CH:16]=2)=[C:5]([CH3:18])[O:4][N:3]=1.[F:19][C:20]1[CH:25]=[CH:24][C:23]([C:26](B(O)O)=[CH2:27])=[CH:22][CH:21]=1.N12CCCN=C1CCCCC2.O, predict the reaction product. The product is: [CH3:1][C:2]1[C:6]([C:7]2[CH:8]=[C:9]([C:26]([C:23]3[CH:24]=[CH:25][C:20]([F:19])=[CH:21][CH:22]=3)=[CH2:27])[C:10]3[NH:14][C:13](=[O:15])[NH:12][C:11]=3[CH:16]=2)=[C:5]([CH3:18])[O:4][N:3]=1. (7) Given the reactants S(Cl)(Cl)=O.[N+:5]([C:8]1[CH:43]=[CH:42][C:11]([CH2:12][O:13][C:14](=[O:41])[CH:15](O)[N:16]2[CH:19]([S:20][CH2:21][C:22](=O)[CH:23]3[CH2:27][CH2:26][CH2:25][O:24]3)[CH:18]([NH:29]C(=O)CC3C=CC=CC=3)[C:17]2=[O:39])=[CH:10][CH:9]=1)([O-:7])=[O:6].N1C(C)=CC=CC=1C.CP(C)C.O1CCCC1.P(Cl)(Cl)(Cl)(Cl)Cl.N1C=CC=CC=1C, predict the reaction product. The product is: [N+:5]([C:8]1[CH:43]=[CH:42][C:11]([CH2:12][O:13][C:14]([C:15]2[N:16]3[CH:19]([S:20][CH2:21][C:22]=2[CH:23]2[CH2:27][CH2:26][CH2:25][O:24]2)[CH:18]([NH2:29])[C:17]3=[O:39])=[O:41])=[CH:10][CH:9]=1)([O-:7])=[O:6].